From a dataset of Peptide-MHC class I binding affinity with 185,985 pairs from IEDB/IMGT. Regression. Given a peptide amino acid sequence and an MHC pseudo amino acid sequence, predict their binding affinity value. This is MHC class I binding data. (1) The peptide sequence is EKPPVRPIF. The MHC is HLA-B15:01 with pseudo-sequence HLA-B15:01. The binding affinity (normalized) is 0.0847. (2) The peptide sequence is LVSKHWELT. The MHC is HLA-A02:01 with pseudo-sequence HLA-A02:01. The binding affinity (normalized) is 0. (3) The peptide sequence is MLEGETKLYK. The MHC is HLA-A03:01 with pseudo-sequence HLA-A03:01. The binding affinity (normalized) is 0.720. (4) The binding affinity (normalized) is 0.0525. The MHC is HLA-A11:01 with pseudo-sequence HLA-A11:01. The peptide sequence is ESRDRKWLY. (5) The peptide sequence is LPVWLAYKVA. The MHC is HLA-B35:01 with pseudo-sequence HLA-B35:01. The binding affinity (normalized) is 0.211. (6) The peptide sequence is KVPFQNMRCLF. The MHC is Mamu-A01 with pseudo-sequence Mamu-A01. The binding affinity (normalized) is 0.558. (7) The peptide sequence is DSTRKKIEKI. The MHC is Mamu-A02 with pseudo-sequence Mamu-A02. The binding affinity (normalized) is 0.657. (8) The peptide sequence is RMFLAMITY. The MHC is HLA-A02:01 with pseudo-sequence HLA-A02:01. The binding affinity (normalized) is 0.152. (9) The peptide sequence is YTNYPFLFF. The MHC is HLA-A02:16 with pseudo-sequence HLA-A02:16. The binding affinity (normalized) is 0.0847.